This data is from Forward reaction prediction with 1.9M reactions from USPTO patents (1976-2016). The task is: Predict the product of the given reaction. (1) The product is: [F:34][C:35]1[CH:42]=[CH:41][CH:40]=[C:39]([F:43])[C:36]=1[CH2:37][NH:38][C:27](=[O:28])[CH2:26][CH:24]1[O:23][N:22]=[C:21]([C:19]2[N:20]=[C:16]([CH:13]3[CH2:12][CH2:11][N:10]([C:8](=[O:9])[CH2:7][N:6]4[C:2]([CH3:1])=[CH:3][C:4]([C:30]([F:32])([F:31])[F:33])=[N:5]4)[CH2:15][CH2:14]3)[S:17][CH:18]=2)[CH2:25]1. Given the reactants [CH3:1][C:2]1[N:6]([CH2:7][C:8]([N:10]2[CH2:15][CH2:14][CH:13]([C:16]3[S:17][CH:18]=[C:19]([C:21]4[CH2:25][CH:24]([CH2:26][C:27](O)=[O:28])[O:23][N:22]=4)[N:20]=3)[CH2:12][CH2:11]2)=[O:9])[N:5]=[C:4]([C:30]([F:33])([F:32])[F:31])[CH:3]=1.[F:34][C:35]1[CH:42]=[CH:41][CH:40]=[C:39]([F:43])[C:36]=1[CH2:37][NH2:38].C(N=C=NCCCN(C)C)C.C(Cl)Cl, predict the reaction product. (2) Given the reactants [Cl:1][C:2]1[CH:10]=[CH:9][CH:8]=[C:7]([O:11][CH:12]2[CH2:14][CH2:13]2)[C:3]=1[C:4]([O-:6])=[O:5].[OH-].[K+].Cl.[CH3:18]O, predict the reaction product. The product is: [CH3:18][C:10]1[C:2]([Cl:1])=[C:3]([C:7]([O:11][CH:12]2[CH2:13][CH2:14]2)=[CH:8][CH:9]=1)[C:4]([OH:6])=[O:5]. (3) Given the reactants [C:1]([O:5][C:6](=[O:26])[NH:7][C:8]1[CH:13]=[C:12]([O:14][CH3:15])[C:11]([N:16]2[CH:20]=[CH:19][CH:18]=[C:17]2[C:21]([CH3:24])([CH3:23])[CH3:22])=[CH:10][C:9]=1[NH2:25])([CH3:4])([CH3:3])[CH3:2].CC1(C)[O:33][C:32]([C:34]2[CH:35]=[C:36]([CH:39]=[CH:40][CH:41]=2)[C:37]#[N:38])=[CH:31][C:30](=O)[O:29]1, predict the reaction product. The product is: [C:1]([O:5][C:6](=[O:26])[NH:7][C:8]1[CH:13]=[C:12]([O:14][CH3:15])[C:11]([N:16]2[CH:20]=[CH:19][CH:18]=[C:17]2[C:21]([CH3:24])([CH3:23])[CH3:22])=[CH:10][C:9]=1[NH:25][C:30](=[O:29])[CH2:31][C:32]([C:34]1[CH:41]=[CH:40][CH:39]=[C:36]([C:37]#[N:38])[CH:35]=1)=[O:33])([CH3:4])([CH3:2])[CH3:3].